Dataset: CYP1A2 inhibition data for predicting drug metabolism from PubChem BioAssay. Task: Regression/Classification. Given a drug SMILES string, predict its absorption, distribution, metabolism, or excretion properties. Task type varies by dataset: regression for continuous measurements (e.g., permeability, clearance, half-life) or binary classification for categorical outcomes (e.g., BBB penetration, CYP inhibition). Dataset: cyp1a2_veith. (1) The result is 0 (non-inhibitor). The compound is CS(=O)(=O)N(CC(=O)O)Cc1ccccc1. (2) The drug is CC(C)(C)c1nc(SCC(=O)Nc2ccc(N3CCOCC3)cc2)c2ccccc2n1. The result is 0 (non-inhibitor).